From a dataset of Catalyst prediction with 721,799 reactions and 888 catalyst types from USPTO. Predict which catalyst facilitates the given reaction. (1) Reactant: [CH:1]1([NH:5][C:6]2[CH:15]=[CH:14][C:13]([F:16])=[CH:12][C:7]=2[C:8]([O:10]C)=[O:9])[CH2:4][CH2:3][CH2:2]1.[OH-].[Na+]. Product: [CH:1]1([NH:5][C:6]2[CH:15]=[CH:14][C:13]([F:16])=[CH:12][C:7]=2[C:8]([OH:10])=[O:9])[CH2:4][CH2:3][CH2:2]1. The catalyst class is: 1. (2) Reactant: Cl.[CH2:2]([N:9]1[CH2:14][CH2:13][CH2:12][C:11](=O)[CH2:10]1)[C:3]1[CH:8]=[CH:7][CH:6]=[CH:5][CH:4]=1.[NH2:16][C:17]1[CH:22]=[CH:21][CH:20]=[CH:19][CH:18]=1.[BH3-]C#N.[Na+].[OH-].[K+]. Product: [CH2:2]([N:9]1[CH2:14][CH2:13][CH2:12][CH:11]([NH:16][C:17]2[CH:22]=[CH:21][CH:20]=[CH:19][CH:18]=2)[CH2:10]1)[C:3]1[CH:8]=[CH:7][CH:6]=[CH:5][CH:4]=1. The catalyst class is: 24. (3) Reactant: [Cl:1][C:2]1[N:10]=[C:9]2[C:5]([N:6]=[CH:7][N:8]2[CH:11]2[CH2:15][CH2:14][CH2:13][CH2:12]2)=[C:4]([NH:16][CH2:17][CH2:18][NH:19][S:20]([C:23]2[CH:28]=[CH:27][C:26]([O:29][CH3:30])=[CH:25][CH:24]=2)(=[O:22])=[O:21])[N:3]=1.[NH2:31][C@H:32]1[CH2:37][CH2:36][C@H:35]([NH2:38])[CH2:34][CH2:33]1.CCOC(C)=O. Product: [ClH:1].[ClH:1].[NH2:31][C@H:32]1[CH2:37][CH2:36][C@H:35]([NH:38][C:2]2[N:10]=[C:9]3[C:5]([N:6]=[CH:7][N:8]3[CH:11]3[CH2:12][CH2:13][CH2:14][CH2:15]3)=[C:4]([NH:16][CH2:17][CH2:18][NH:19][S:20]([C:23]3[CH:28]=[CH:27][C:26]([O:29][CH3:30])=[CH:25][CH:24]=3)(=[O:22])=[O:21])[N:3]=2)[CH2:34][CH2:33]1. The catalyst class is: 6. (4) Reactant: [CH2:1]1[CH:9]2[N:4]([CH2:5][CH2:6][CH:7]([C:10]3[C:18]4[C:13](=[CH:14][CH:15]=[CH:16][N:17]=4)[NH:12][CH:11]=3)[CH2:8]2)[CH2:3][CH2:2]1.[C:19]1([S:29](Cl)(=[O:31])=[O:30])[C:28]2[C:23](=[CH:24][CH:25]=[CH:26][CH:27]=2)[CH:22]=[CH:21][CH:20]=1. The catalyst class is: 1. Product: [CH2:1]1[CH:9]2[N:4]([CH2:5][CH2:6][CH:7]([C:10]3[C:14]4[C:13](=[CH:18][N:17]=[CH:16][CH:15]=4)[N:12]([S:29]([C:19]4[C:28]5[C:23](=[CH:24][CH:25]=[CH:26][CH:27]=5)[CH:22]=[CH:21][CH:20]=4)(=[O:31])=[O:30])[CH:11]=3)[CH2:8]2)[CH2:3][CH2:2]1. (5) Reactant: [Cl:1][C:2]1[S:6][C:5]([CH:7]2[CH2:12][CH2:11][N:10]([C:13](=[O:24])[CH2:14][N:15]3C4=NC=CC=C4N=[CH:16]3)[CH2:9][CH2:8]2)=[N:4][C:3]=1[C:25]1[CH:30]=[C:29]([C:31]([CH3:34])([CH3:33])[CH3:32])[C:28]([O:35][CH3:36])=[C:27]([C:37]([CH3:40])([CH3:39])[CH3:38])[CH:26]=1.C([N:44]([CH:47]([CH3:49])[CH3:48])CC)(C)C.[CH3:50]CN=C=NCCCN(C)C.[C:61]([OH:67])([C:63](F)(F)F)=[O:62]. The catalyst class is: 3. Product: [Cl:1][C:2]1[S:6][C:5]([CH:7]2[CH2:12][CH2:11][N:10]([C:13](=[O:24])[CH2:14][N:15]3[C:16]([CH3:50])=[CH:49][C:47]([CH2:48][CH2:63][C:61]([OH:67])=[O:62])=[N:44]3)[CH2:9][CH2:8]2)=[N:4][C:3]=1[C:25]1[CH:30]=[C:29]([C:31]([CH3:34])([CH3:33])[CH3:32])[C:28]([O:35][CH3:36])=[C:27]([C:37]([CH3:40])([CH3:38])[CH3:39])[CH:26]=1. (6) Reactant: O1CCCC1.C(N(CC)CC)C.[Cl:13][C:14]1[N:15]=[C:16](Cl)[C:17]2[C:22]([C:23]3[CH:28]=[CH:27][CH:26]=[CH:25][CH:24]=3)=[CH:21][S:20][C:18]=2[N:19]=1.[CH:30]12[NH:37][CH:34]([CH2:35][CH2:36]1)[CH2:33][CH:32]([OH:38])[CH2:31]2. Product: [Cl:13][C:14]1[N:15]=[C:16]([N:37]2[CH:30]3[CH2:36][CH2:35][CH:34]2[CH2:33][CH:32]([OH:38])[CH2:31]3)[C:17]2[C:22]([C:23]3[CH:28]=[CH:27][CH:26]=[CH:25][CH:24]=3)=[CH:21][S:20][C:18]=2[N:19]=1. The catalyst class is: 69. (7) Reactant: [Cl:1][C:2]1[CH:7]=[CH:6][C:5]([C:8]([F:11])([F:10])[F:9])=[CH:4][C:3]=1[C:12](=O)[CH2:13][C:14]#[N:15].[CH2:17]([O:19][CH:20]([O:23][CH2:24][CH3:25])[CH2:21][NH2:22])[CH3:18]. Product: [Cl:1][C:2]1[CH:7]=[CH:6][C:5]([C:8]([F:11])([F:10])[F:9])=[CH:4][C:3]=1[C:12]([NH:22][CH2:21][CH:20]([O:23][CH2:24][CH3:25])[O:19][CH2:17][CH3:18])=[CH:13][C:14]#[N:15]. The catalyst class is: 11. (8) Reactant: [NH2:1][CH2:2][C:3]1[CH:11]=[CH:10][C:6]([C:7]([OH:9])=[O:8])=[CH:5][CH:4]=1.C(=O)([O-])O.[Na+].Cl[C:18]([O:20][CH2:21][C:22]1[CH:27]=[CH:26][CH:25]=[CH:24][CH:23]=1)=[O:19].CO. Product: [CH2:21]([O:20][C:18]([NH:1][CH2:2][C:3]1[CH:4]=[CH:5][C:6]([C:7]([OH:9])=[O:8])=[CH:10][CH:11]=1)=[O:19])[C:22]1[CH:27]=[CH:26][CH:25]=[CH:24][CH:23]=1. The catalyst class is: 95.